From a dataset of Retrosynthesis with 50K atom-mapped reactions and 10 reaction types from USPTO. Predict the reactants needed to synthesize the given product. (1) Given the product NCCCC[C@H](NC(=O)C=Cc1ccccc1F)C(=O)O, predict the reactants needed to synthesize it. The reactants are: CC(C)(C)OC(=O)NCCCC[C@H](NC(=O)C=Cc1ccccc1F)C(=O)O. (2) Given the product O=C(Nc1ccc(Cl)c(Cl)c1)c1cc(C(F)(F)F)cc([N+](=O)[O-])c1Cl, predict the reactants needed to synthesize it. The reactants are: Nc1ccc(Cl)c(Cl)c1.O=C(Cl)c1cc(C(F)(F)F)cc([N+](=O)[O-])c1Cl. (3) Given the product CC1=NC(CCc2ccc(-c3ccc(Sc4ccccc4)cc3F)cc2)(COP(=O)(C(C)(C)C)C(C)(C)C)CO1, predict the reactants needed to synthesize it. The reactants are: CC1=NC(CCc2ccc(-c3ccc(Br)cc3F)cc2)(COP(=O)(C(C)(C)C)C(C)(C)C)CO1.Sc1ccccc1. (4) Given the product O=C(N[C@H]1CCN(CCc2ccccc2)C1)C(c1ccccn1)c1ccccn1, predict the reactants needed to synthesize it. The reactants are: N[C@H]1CCN(CCc2ccccc2)C1.O=C(O)C(c1ccccn1)c1ccccn1. (5) Given the product N#Cc1ccc(N2CCC[C@@H](Nc3ccnc(-c4cnc5ccc(C#N)cn45)n3)C2)nc1, predict the reactants needed to synthesize it. The reactants are: N#Cc1ccc(Cl)nc1.N#Cc1ccc2ncc(-c3nccc(N[C@@H]4CCCNC4)n3)n2c1.